This data is from Reaction yield outcomes from USPTO patents with 853,638 reactions. The task is: Predict the reaction yield, written as a fraction of the theoretical maximum amount of product (1.0 means a 100% yield; for example, 0.34 means a 34% yield). The reactants are [Si]([O:8][CH:9]1[CH2:13][CH:12]([C:14]([O:16][CH2:17][CH3:18])=[O:15])[CH:11]([CH2:19][CH3:20])[CH2:10]1)(C(C)(C)C)(C)C.C([SiH](CC)CC)C.[O:28]1[CH2:33][CH2:32][C:31](=O)[CH2:30][CH2:29]1. The catalyst is CC#N.[Bi](Br)(Br)Br. The product is [CH2:19]([CH:11]1[CH2:10][CH:9]([O:8][CH:31]2[CH2:32][CH2:33][O:28][CH2:29][CH2:30]2)[CH2:13][CH:12]1[C:14]([O:16][CH2:17][CH3:18])=[O:15])[CH3:20]. The yield is 0.940.